This data is from NCI-60 drug combinations with 297,098 pairs across 59 cell lines. The task is: Regression. Given two drug SMILES strings and cell line genomic features, predict the synergy score measuring deviation from expected non-interaction effect. Synergy scores: CSS=12.6, Synergy_ZIP=-7.32, Synergy_Bliss=-4.25, Synergy_Loewe=-8.95, Synergy_HSA=-3.45. Drug 1: C1=CC(=CC=C1C#N)C(C2=CC=C(C=C2)C#N)N3C=NC=N3. Cell line: M14. Drug 2: CCC1(CC2CC(C3=C(CCN(C2)C1)C4=CC=CC=C4N3)(C5=C(C=C6C(=C5)C78CCN9C7C(C=CC9)(C(C(C8N6C=O)(C(=O)OC)O)OC(=O)C)CC)OC)C(=O)OC)O.OS(=O)(=O)O.